Dataset: Full USPTO retrosynthesis dataset with 1.9M reactions from patents (1976-2016). Task: Predict the reactants needed to synthesize the given product. (1) Given the product [CH3:9][O:10][C:11]1[CH:16]=[CH:15][C:14]([CH2:17][C:18](=[N:3][OH:2])[CH2:19][CH3:20])=[CH:13][CH:12]=1, predict the reactants needed to synthesize it. The reactants are: Cl.[OH:2][NH2:3].CC([O-])=O.[Na+].[CH3:9][O:10][C:11]1[CH:16]=[CH:15][C:14]([CH2:17][C:18](=O)[CH2:19][CH3:20])=[CH:13][CH:12]=1. (2) Given the product [CH2:26]([N:28]1[CH2:29][CH2:30][N:31]([CH2:34][C:35]2[CH:36]=[CH:37][C:38]([NH:41][C:23]([C:16]3[C:17]4[N:18]=[CH:19][CH:20]=[N:21][C:22]=4[C:13]([C:3]4[C:4]([F:12])=[C:5]([O:10][CH3:11])[CH:6]=[C:7]([O:8][CH3:9])[C:2]=4[F:1])=[CH:14][CH:15]=3)=[O:24])=[N:39][CH:40]=2)[CH2:32][CH2:33]1)[CH3:27], predict the reactants needed to synthesize it. The reactants are: [F:1][C:2]1[C:7]([O:8][CH3:9])=[CH:6][C:5]([O:10][CH3:11])=[C:4]([F:12])[C:3]=1[C:13]1[C:22]2[N:21]=[CH:20][CH:19]=[N:18][C:17]=2[C:16]([C:23](O)=[O:24])=[CH:15][CH:14]=1.[CH2:26]([N:28]1[CH2:33][CH2:32][N:31]([CH2:34][C:35]2[CH:36]=[CH:37][C:38]([NH2:41])=[N:39][CH:40]=2)[CH2:30][CH2:29]1)[CH3:27].CN(C(ON1N=NC2C=CC=CC1=2)=[N+](C)C)C.[B-](F)(F)(F)F. (3) Given the product [NH2:8][C:6]1[N:5]2[N:16]=[CH:17][C:18]([CH:19]=[O:20])=[C:4]2[N:3]=[C:2]([NH:31][C:30]2[CH:32]=[CH:33][CH:34]=[C:28]([Cl:27])[CH:29]=2)[CH:7]=1, predict the reactants needed to synthesize it. The reactants are: Cl[C:2]1[CH:7]=[C:6]([NH:8]C(=O)OC(C)(C)C)[N:5]2[N:16]=[CH:17][C:18]([CH:19]=[O:20])=[C:4]2[N:3]=1.O1CCOCC1.[Cl:27][C:28]1[CH:29]=[C:30]([CH:32]=[CH:33][CH:34]=1)[NH2:31]. (4) Given the product [F:11][C:12]1[CH:17]=[CH:16][C:15]([C:2]2[CH:7]=[CH:6][C:5]([CH2:8][CH2:9][OH:10])=[CH:4][CH:3]=2)=[CH:14][CH:13]=1, predict the reactants needed to synthesize it. The reactants are: Br[C:2]1[CH:7]=[CH:6][C:5]([CH2:8][CH2:9][OH:10])=[CH:4][CH:3]=1.[F:11][C:12]1[CH:17]=[CH:16][C:15](B(O)O)=[CH:14][CH:13]=1.C(=O)([O-])[O-].[Na+].[Na+].O1CCOCC1. (5) Given the product [CH2:1]([O:8][CH2:9][CH2:10][N:11]1[C:16](=[O:17])[CH:15]=[N:14][N:13]([CH2:22][CH2:23][CH2:24][CH2:25][Cl:26])[C:12]1=[O:18])[C:2]1[CH:7]=[CH:6][CH:5]=[CH:4][CH:3]=1, predict the reactants needed to synthesize it. The reactants are: [CH2:1]([O:8][CH2:9][CH2:10][N:11]1[C:16](=[O:17])[CH:15]=[N:14][NH:13][C:12]1=[O:18])[C:2]1[CH:7]=[CH:6][CH:5]=[CH:4][CH:3]=1.[H-].[Na+].Br[CH2:22][CH2:23][CH2:24][CH2:25][Cl:26].